Task: Predict the product of the given reaction.. Dataset: Forward reaction prediction with 1.9M reactions from USPTO patents (1976-2016) (1) Given the reactants [Cl:1][C:2]1[CH:10]=[C:9]2[C:5]([C:6](=[O:22])[C:7](=[O:21])[N:8]2[CH:11]([CH2:15][CH:16]2[CH2:20][CH2:19][CH2:18][CH2:17]2)[C:12]([OH:14])=O)=[CH:4][CH:3]=1.[CH3:23][N:24]1[CH:28]=[CH:27][C:26]([NH2:29])=[N:25]1.C(N(CC)C(C)C)(C)C.F[P-](F)(F)(F)(F)F.N1(O[P+](N(C)C)(N(C)C)N(C)C)C2C=CC=CC=2N=N1, predict the reaction product. The product is: [Cl:1][C:2]1[CH:10]=[C:9]2[C:5]([C:6](=[O:22])[C:7](=[O:21])[N:8]2[CH:11]([CH2:15][CH:16]2[CH2:17][CH2:18][CH2:19][CH2:20]2)[C:12]([NH:29][C:26]2[CH:27]=[CH:28][N:24]([CH3:23])[N:25]=2)=[O:14])=[CH:4][CH:3]=1. (2) Given the reactants [Br:1][C:2]1[C:7]([C:8]#[N:9])=[C:6](F)[C:5]([CH3:11])=[CH:4][CH:3]=1.[OH2:12].[NH2:13][NH2:14].CC1(C)OC(=O)[CH:19]([C:23]([CH:25]2[CH2:30][CH2:29][N:28]([C:31]([O:33][C:34]([CH3:37])([CH3:36])[CH3:35])=[O:32])[CH2:27][CH2:26]2)=O)[C:18](=O)O1.P([O-])([O-])([O-])=O.[K+].[K+].[K+], predict the reaction product. The product is: [Br:1][C:2]1[C:7]2[C:6]([C:5]([CH3:11])=[CH:4][CH:3]=1)=[N:14][N:13]1[C:23]([CH:25]3[CH2:30][CH2:29][N:28]([C:31]([O:33][C:34]([CH3:35])([CH3:37])[CH3:36])=[O:32])[CH2:27][CH2:26]3)=[CH:19][C:18](=[O:12])[NH:9][C:8]=21. (3) Given the reactants [C:1]1([CH2:7][C:8]([OH:10])=O)[CH:6]=[CH:5][CH:4]=[CH:3][CH:2]=1.[CH2:11]([N:13]([CH2:17][CH3:18])C(Cl)=O)[CH3:12], predict the reaction product. The product is: [CH2:11]([N:13]([CH2:17][CH3:18])[C:8](=[O:10])[CH2:7][C:1]1[CH:2]=[CH:3][CH:4]=[CH:5][CH:6]=1)[CH3:12]. (4) Given the reactants [Cl:1][C:2]1[CH:24]=[CH:23][C:5]([CH2:6][NH:7][C:8]([C:10]2[C:11](=[O:22])[C:12]3[S:19][C:18]([CH2:20]Cl)=[CH:17][C:13]=3[N:14]([CH3:16])[CH:15]=2)=[O:9])=[CH:4][CH:3]=1.[O:25]1[C:29]2[CH:30]=[CH:31][C:32]([CH:34]([OH:38])[CH2:35][NH:36][CH3:37])=[CH:33][C:28]=2[O:27][CH2:26]1.C(N(C(C)C)CC)(C)C, predict the reaction product. The product is: [O:25]1[C:29]2[CH:30]=[CH:31][C:32]([CH:34]([OH:38])[CH2:35][N:36]([CH2:20][C:18]3[S:19][C:12]4[C:11](=[O:22])[C:10]([C:8]([NH:7][CH2:6][C:5]5[CH:23]=[CH:24][C:2]([Cl:1])=[CH:3][CH:4]=5)=[O:9])=[CH:15][N:14]([CH3:16])[C:13]=4[CH:17]=3)[CH3:37])=[CH:33][C:28]=2[O:27][CH2:26]1. (5) The product is: [CH2:37]([N:34]1[CH2:33][CH2:32][N:31]([C:23]2[C:24]3[C:29](=[CH:28][CH:27]=[CH:26][CH:25]=3)[CH:30]=[C:21]([C:12]3[CH:13]=[CH:14][C:9]([O:8][CH2:1][C:2]4[CH:7]=[CH:6][CH:5]=[CH:4][CH:3]=4)=[C:10]([F:19])[CH:11]=3)[N:22]=2)[CH2:36][CH2:35]1)[CH3:38]. Given the reactants [CH2:1]([O:8][C:9]1[CH:14]=[CH:13][C:12](OB(O)O)=[CH:11][C:10]=1[F:19])[C:2]1[CH:7]=[CH:6][CH:5]=[CH:4][CH:3]=1.Br[C:21]1[N:22]=[C:23]([N:31]2[CH2:36][CH2:35][N:34]([CH2:37][CH3:38])[CH2:33][CH2:32]2)[C:24]2[C:29]([CH:30]=1)=[CH:28][CH:27]=[CH:26][CH:25]=2.C(=O)([O-])[O-].[Na+].[Na+], predict the reaction product. (6) Given the reactants P(Cl)(Cl)([Cl:3])=O.[F:6][C:7]1[CH:12]=[CH:11][CH:10]=[C:9]([C:13]([F:16])([F:15])[F:14])[C:8]=1[C:17]1[CH:18]=[CH:19][C:20]2[C:25](O)=[N:24][C:23]([NH:27][C:28](=[O:33])[C:29]([CH3:32])([CH3:31])[CH3:30])=[N:22][C:21]=2[N:34]=1.C(N(CC)C(C)C)(C)C, predict the reaction product. The product is: [Cl:3][C:25]1[C:20]2[CH:19]=[CH:18][C:17]([C:8]3[C:9]([C:13]([F:16])([F:15])[F:14])=[CH:10][CH:11]=[CH:12][C:7]=3[F:6])=[N:34][C:21]=2[N:22]=[C:23]([NH:27][C:28](=[O:33])[C:29]([CH3:32])([CH3:31])[CH3:30])[N:24]=1.